Dataset: Reaction yield outcomes from USPTO patents with 853,638 reactions. Task: Predict the reaction yield, written as a fraction of the theoretical maximum amount of product (1.0 means a 100% yield; for example, 0.34 means a 34% yield). The yield is 0.480. The catalyst is C1COCC1.O. The product is [CH2:20]([O:27][C:28]1[CH:29]=[C:30]([CH2:31][C:17]#[N:18])[CH:33]=[CH:34][C:35]=1[O:36][CH3:37])[C:21]1[CH:26]=[CH:25][CH:24]=[CH:23][CH:22]=1. The reactants are CC([O-])(C)C.[K+].CC1C=CC(S([CH2:17][N+:18]#[C-])(=O)=O)=CC=1.[CH2:20]([O:27][C:28]1[CH:29]=[C:30]([CH:33]=[CH:34][C:35]=1[O:36][CH3:37])[CH:31]=O)[C:21]1[CH:26]=[CH:25][CH:24]=[CH:23][CH:22]=1.CO.